From a dataset of Forward reaction prediction with 1.9M reactions from USPTO patents (1976-2016). Predict the product of the given reaction. Given the reactants [Br:1][C:2]1[CH:3]=[C:4]2[C:10]([C:11]3[CH:19]=[CH:18][C:14]([C:15]([NH2:17])=O)=[CH:13][CH:12]=3)=[CH:9][N:8]([S:20]([C:23]3[CH:28]=[CH:27][C:26]([CH3:29])=[CH:25][CH:24]=3)(=[O:22])=[O:21])[C:5]2=[N:6][CH:7]=1.C(N(CC)CC)C.C(O[C:41](=[O:43])[CH3:42])(=O)C.CCOC(C)=O, predict the reaction product. The product is: [Br:1][C:2]1[CH:3]=[C:4]2[C:10]([C:11]3[CH:12]=[CH:13][C:14]([CH2:15][NH:17][C:41](=[O:43])[CH3:42])=[CH:18][CH:19]=3)=[CH:9][N:8]([S:20]([C:23]3[CH:28]=[CH:27][C:26]([CH3:29])=[CH:25][CH:24]=3)(=[O:21])=[O:22])[C:5]2=[N:6][CH:7]=1.